This data is from Forward reaction prediction with 1.9M reactions from USPTO patents (1976-2016). The task is: Predict the product of the given reaction. Given the reactants [CH2:1]([N:8]([CH2:30][C@@H:31]1[CH2:35][O:34]C(C)(C)[O:32]1)[CH2:9][C:10]1[C:14]2[N:15]=[CH:16][N:17]=[C:18]([O:19]C)[C:13]=2[N:12](COCC2C=CC=CC=2)[CH:11]=1)[C:2]1[CH:7]=[CH:6][CH:5]=[CH:4][CH:3]=1.C(Cl)Cl, predict the reaction product. The product is: [CH2:1]([N:8]([CH2:9][C:10]1[C:14]2[N:15]=[CH:16][N:17]=[C:18]([OH:19])[C:13]=2[NH:12][CH:11]=1)[CH2:30][C@@H:31]([OH:32])[CH2:35][OH:34])[C:2]1[CH:7]=[CH:6][CH:5]=[CH:4][CH:3]=1.